From a dataset of Full USPTO retrosynthesis dataset with 1.9M reactions from patents (1976-2016). Predict the reactants needed to synthesize the given product. (1) Given the product [Cl:17][C:18]1[CH:19]=[C:20]([NH:21][C:2]2[C:12]3[CH:11]=[C:10]([C:13]([O:15][CH3:16])=[O:14])[CH2:9][CH2:8][NH:7][C:6]=3[N:5]=[CH:4][N:3]=2)[CH:22]=[CH:23][C:24]=1[O:25][C:26]1[CH:31]=[CH:30][CH:29]=[C:28]([S:32]([CH2:35][C:36]([CH3:38])([CH3:37])[CH3:39])(=[O:33])=[O:34])[CH:27]=1, predict the reactants needed to synthesize it. The reactants are: Cl[C:2]1[C:12]2[CH:11]=[C:10]([C:13]([O:15][CH3:16])=[O:14])[CH2:9][CH2:8][NH:7][C:6]=2[N:5]=[CH:4][N:3]=1.[Cl:17][C:18]1[CH:19]=[C:20]([CH:22]=[CH:23][C:24]=1[O:25][C:26]1[CH:31]=[CH:30][CH:29]=[C:28]([S:32]([CH2:35][C:36]([CH3:39])([CH3:38])[CH3:37])(=[O:34])=[O:33])[CH:27]=1)[NH2:21].[Cl-].[NH+]1C=CC=CC=1. (2) The reactants are: Cl[C:2]1[C:11]2[C:6](=[CH:7][CH:8]=[C:9]([O:12][CH3:13])[CH:10]=2)[C:5]([C:14]2[CH:19]=[CH:18][CH:17]=[CH:16][C:15]=2[O:20][CH3:21])=[N:4][N:3]=1.[NH2:22][CH:23]1[CH2:28][CH2:27][N:26]([CH2:29][C:30]2[CH:39]=[CH:38][C:37]3[C:32](=[CH:33][CH:34]=[CH:35][CH:36]=3)[CH:31]=2)[CH2:25][CH2:24]1. Given the product [CH3:13][O:12][C:9]1[CH:10]=[C:11]2[C:6]([C:5]([C:14]3[CH:19]=[CH:18][CH:17]=[CH:16][C:15]=3[O:20][CH3:21])=[N:4][N:3]=[C:2]2[NH:22][CH:23]2[CH2:24][CH2:25][N:26]([CH2:29][C:30]3[CH:39]=[CH:38][C:37]4[C:32](=[CH:33][CH:34]=[CH:35][CH:36]=4)[CH:31]=3)[CH2:27][CH2:28]2)=[CH:7][CH:8]=1, predict the reactants needed to synthesize it. (3) Given the product [CH2:1]([O:8][C:9]([NH:11][C:12]1([CH2:16][C:17]([O:19][CH2:21][C:22](=[O:23])[C:24]2[CH:29]=[CH:28][C:27]([S:30]([F:35])([F:31])([F:32])([F:33])[F:34])=[CH:26][CH:25]=2)=[O:18])[CH2:13][O:14][CH2:15]1)=[O:10])[C:2]1[CH:7]=[CH:6][CH:5]=[CH:4][CH:3]=1, predict the reactants needed to synthesize it. The reactants are: [CH2:1]([O:8][C:9]([NH:11][C:12]1([CH2:16][C:17]([OH:19])=[O:18])[CH2:15][O:14][CH2:13]1)=[O:10])[C:2]1[CH:7]=[CH:6][CH:5]=[CH:4][CH:3]=1.Br[CH2:21][C:22]([C:24]1[CH:29]=[CH:28][C:27]([S:30]([F:35])([F:34])([F:33])([F:32])[F:31])=[CH:26][CH:25]=1)=[O:23]. (4) The reactants are: [Mg].[CH:2]([C:5]1[CH:10]=[C:9]([CH:11]([CH3:13])[CH3:12])[CH:8]=[C:7]([CH:14]([CH3:16])[CH3:15])[C:6]=1Br)([CH3:4])[CH3:3].BrCCBr.F[C:23]1[CH:24]=[C:25]([O:29][CH3:30])[CH:26]=[CH:27][CH:28]=1.[Li]CCCC.[I:36]I. Given the product [I:36][C:24]1[C:25]([O:29][CH3:30])=[CH:26][CH:27]=[CH:28][C:23]=1[C:6]1[C:5]([CH:2]([CH3:4])[CH3:3])=[CH:10][C:9]([CH:11]([CH3:13])[CH3:12])=[CH:8][C:7]=1[CH:14]([CH3:16])[CH3:15], predict the reactants needed to synthesize it. (5) Given the product [O:6]1[CH:11]=[CH:10][CH2:9][CH:8]=[C:7]1[N:1]1[CH2:5][CH2:4][CH2:3][CH2:2]1, predict the reactants needed to synthesize it. The reactants are: [NH:1]1[CH2:5][CH2:4][CH2:3][CH2:2]1.[O:6]1[CH2:11][CH2:10][C:9](=O)[CH2:8][CH2:7]1.C(O)(=O)C.C(O[BH-](OC(=O)C)OC(=O)C)(=O)C.[Na+]. (6) Given the product [Cl:4][C:5]1[CH:6]=[C:7]([C:12]2[CH:17]=[CH:16][C:15]([CH2:18][C@@H:19]([NH:23][C:24]([C:26]3[CH:27]=[C:28]([C:34]4[CH:35]=[CH:36][C:37]([C:40]([F:43])([F:41])[F:42])=[CH:38][CH:39]=4)[CH:29]=[CH:30][C:31]=3[OH:32])=[O:25])[CH2:20][O:21][CH3:22])=[CH:14][CH:13]=2)[CH:8]=[CH:9][C:10]=1[F:11], predict the reactants needed to synthesize it. The reactants are: CSC.[Cl:4][C:5]1[CH:6]=[C:7]([C:12]2[CH:17]=[CH:16][C:15]([CH2:18][C@@H:19]([NH:23][C:24]([C:26]3[CH:27]=[C:28]([C:34]4[CH:39]=[CH:38][C:37]([C:40]([F:43])([F:42])[F:41])=[CH:36][CH:35]=4)[CH:29]=[CH:30][C:31]=3[O:32]C)=[O:25])[CH2:20][O:21][CH3:22])=[CH:14][CH:13]=2)[CH:8]=[CH:9][C:10]=1[F:11].CO. (7) Given the product [CH3:37][SiH:35]([N:34]([CH2:2][CH2:3][CH:4]1[C:5]2[NH:14][C:22]3[C:17]([C:16]=2[C:23]2[C:24]1=[CH:25][CH:26]=[CH:27][CH:28]=2)=[CH:18][CH:19]=[CH:20][CH:21]=3)[C:30]([CH3:33])([CH3:32])[CH3:31])[CH3:38], predict the reactants needed to synthesize it. The reactants are: [Li][CH2:2][CH2:3][CH2:4][CH3:5].CCCCCC.C([N:14]1[C:22]2[C:17](=[CH:18][CH:19]=[CH:20][CH:21]=2)[C:16]2[C:23]3[C:28](CC1=2)=[CH:27][CH:26]=[CH:25][CH:24]=3)C.[C:30]([NH:34][Si:35]([CH3:38])([CH3:37])Cl)([CH3:33])([CH3:32])[CH3:31]. (8) Given the product [CH3:1][O:2][CH2:3][CH2:4][O:36][CH2:35][C:32]1[CH:33]=[CH:34][C:29]([C@H:28]2[C@H:27]([O:37][Si:38]([CH:45]([CH3:47])[CH3:46])([CH:39]([CH3:40])[CH3:41])[CH:42]([CH3:44])[CH3:43])[CH2:26][N:25]([S:48]([C:51]3[CH:52]=[CH:53][C:54]([CH3:57])=[CH:55][CH:56]=3)(=[O:50])=[O:49])[CH2:24][C@@H:23]2[CH2:22][CH2:21][C:18]2[CH:19]=[CH:20][C:15]3[O:14][CH2:13][CH2:12][N:11]([CH2:10][CH2:9][CH2:8][O:7][CH3:6])[C:16]=3[CH:17]=2)=[CH:30][CH:31]=1, predict the reactants needed to synthesize it. The reactants are: [CH3:1][O:2][CH2:3][CH2:4]Br.[CH3:6][O:7][CH2:8][CH2:9][CH2:10][N:11]1[C:16]2[CH:17]=[C:18]([CH2:21][CH2:22][C@@H:23]3[C@@H:28]([C:29]4[CH:34]=[CH:33][C:32]([CH2:35][OH:36])=[CH:31][CH:30]=4)[C@H:27]([O:37][Si:38]([CH:45]([CH3:47])[CH3:46])([CH:42]([CH3:44])[CH3:43])[CH:39]([CH3:41])[CH3:40])[CH2:26][N:25]([S:48]([C:51]4[CH:56]=[CH:55][C:54]([CH3:57])=[CH:53][CH:52]=4)(=[O:50])=[O:49])[CH2:24]3)[CH:19]=[CH:20][C:15]=2[O:14][CH2:13][CH2:12]1.[H-].[Na+].